Regression. Given a peptide amino acid sequence and an MHC pseudo amino acid sequence, predict their binding affinity value. This is MHC class I binding data. From a dataset of Peptide-MHC class I binding affinity with 185,985 pairs from IEDB/IMGT. (1) The peptide sequence is FVTNEVHTW. The MHC is HLA-B58:01 with pseudo-sequence HLA-B58:01. The binding affinity (normalized) is 0.686. (2) The peptide sequence is FMLNVSYLC. The MHC is HLA-A68:02 with pseudo-sequence HLA-A68:02. The binding affinity (normalized) is 0.164. (3) The peptide sequence is HTAEIQQFF. The MHC is HLA-B08:01 with pseudo-sequence HLA-B08:01. The binding affinity (normalized) is 0.0847. (4) The peptide sequence is LTVKYPNL. The binding affinity (normalized) is 0.0684. The MHC is H-2-Db with pseudo-sequence H-2-Db. (5) The peptide sequence is FISGIQYLA. The MHC is HLA-A02:02 with pseudo-sequence HLA-A02:02. The binding affinity (normalized) is 0.801. (6) The peptide sequence is FLHKRFTLV. The MHC is HLA-A02:06 with pseudo-sequence HLA-A02:06. The binding affinity (normalized) is 0.971. (7) The peptide sequence is RPAPGGKAY. The MHC is HLA-B15:42 with pseudo-sequence HLA-B15:42. The binding affinity (normalized) is 0.213. (8) The binding affinity (normalized) is 0.487. The MHC is HLA-B83:01 with pseudo-sequence HLA-B83:01. The peptide sequence is APAMGMNAY. (9) The peptide sequence is AYISSEATTPV. The MHC is HLA-A31:01 with pseudo-sequence HLA-A31:01. The binding affinity (normalized) is 0.226. (10) The peptide sequence is YFHKRDMRL. The MHC is HLA-B57:01 with pseudo-sequence HLA-B57:01. The binding affinity (normalized) is 0.0847.